From a dataset of Forward reaction prediction with 1.9M reactions from USPTO patents (1976-2016). Predict the product of the given reaction. The product is: [NH:37]1[C:38]2[CH:44]=[CH:43][CH:42]=[CH:41][C:39]=2[N:40]=[C:36]1[N:21]1[CH:22]=[CH:23][C:19]([NH:18][C:10]2[N:11]=[C:12]3[CH:17]=[CH:16][CH:15]=[N:14][N:13]3[C:9]=2[C:4]2[CH:3]=[C:2]([NH2:1])[N:7]=[C:6]([CH3:8])[N:5]=2)=[N:20]1. Given the reactants [NH2:1][C:2]1[N:7]=[C:6]([CH3:8])[N:5]=[C:4]([C:9]2[N:13]3[N:14]=[CH:15][CH:16]=[CH:17][C:12]3=[N:11][C:10]=2[NH:18][C:19]2[CH:23]=[CH:22][NH:21][N:20]=2)[CH:3]=1.C1(C)C=CC(S(O)(=O)=O)=CC=1.Cl[C:36]1[NH:40][C:39]2[CH:41]=[CH:42][CH:43]=[CH:44][C:38]=2[N:37]=1, predict the reaction product.